Predict the reaction yield, written as a fraction of the theoretical maximum amount of product (1.0 means a 100% yield; for example, 0.34 means a 34% yield). From a dataset of Reaction yield outcomes from USPTO patents with 853,638 reactions. (1) The reactants are Cl.[C:2]([O:5][C:6]1[CH:7]=[C:8]([CH:23]=[CH:24][C:25]=1[CH3:26])[NH:9][C:10]1[C:19]2[C:14](=[CH:15][C:16]([OH:22])=[C:17]([O:20][CH3:21])[CH:18]=2)[N:13]=[CH:12][N:11]=1)(=[O:4])[CH3:3].[I-].[K+].Cl[CH2:30][C:31]1[CH:36]=[CH:35][N:34]=[CH:33][N:32]=1. No catalyst specified. The product is [C:2]([O:5][C:6]1[CH:7]=[C:8]([CH:23]=[CH:24][C:25]=1[CH3:26])[NH:9][C:10]1[C:19]2[C:14](=[CH:15][C:16]([O:22][CH2:30][C:31]3[CH:36]=[CH:35][N:34]=[CH:33][N:32]=3)=[C:17]([O:20][CH3:21])[CH:18]=2)[N:13]=[CH:12][N:11]=1)(=[O:4])[CH3:3]. The yield is 0.740. (2) The reactants are [C:1]([C:5]1[N:6]([CH2:32][CH2:33][NH:34]C(=O)OC(C)(C)C)[C:7]2[C:12]([CH:13]=1)=[CH:11][C:10]([NH:14][C:15]([C:17]1([C:20]3[CH:30]=[CH:29][C:23]4[O:24][C:25]([F:28])([F:27])[O:26][C:22]=4[CH:21]=3)[CH2:19][CH2:18]1)=[O:16])=[C:9]([F:31])[CH:8]=2)([CH3:4])([CH3:3])[CH3:2].FC(F)(F)C(O)=O. The catalyst is ClCCl. The product is [NH2:34][CH2:33][CH2:32][N:6]1[C:7]2[C:12](=[CH:11][C:10]([NH:14][C:15]([C:17]3([C:20]4[CH:30]=[CH:29][C:23]5[O:24][C:25]([F:28])([F:27])[O:26][C:22]=5[CH:21]=4)[CH2:18][CH2:19]3)=[O:16])=[C:9]([F:31])[CH:8]=2)[CH:13]=[C:5]1[C:1]([CH3:4])([CH3:3])[CH3:2]. The yield is 0.820. (3) The reactants are [CH3:1][O:2][C:3]1[C:8]2[C:9](=[O:14])O[C:11]([CH3:13])=[N:12][C:7]=2[CH:6]=[C:5]([O:15][CH3:16])[CH:4]=1.[CH3:17][O:18][C:19]1[CH:24]=[CH:23][C:22]([NH2:25])=[CH:21][CH:20]=1. The catalyst is C(O)(=O)C. The product is [CH3:1][O:2][C:3]1[CH:4]=[C:5]([O:15][CH3:16])[CH:6]=[C:7]2[C:8]=1[C:9](=[O:14])[N:25]([C:22]1[CH:23]=[CH:24][C:19]([O:18][CH3:17])=[CH:20][CH:21]=1)[C:11]([CH3:13])=[N:12]2. The yield is 0.137. (4) The reactants are [Br:1][C:2]1[CH:3]=[C:4]([NH:8][C:9]2[CH:17]=[CH:16][CH:15]=[CH:14][C:10]=2[C:11](O)=O)[CH:5]=[CH:6][CH:7]=1.C(OCC)(=O)C.P(Cl)(Cl)([Cl:26])=O. No catalyst specified. The product is [Br:1][C:2]1[C:3]2[C:4](=[N:8][C:9]3[C:10]([C:11]=2[Cl:26])=[CH:14][CH:15]=[CH:16][CH:17]=3)[CH:5]=[CH:6][CH:7]=1. The yield is 0.540. (5) The reactants are [N:1]#[C:2][NH2:3].[CH3:4][O-].[Na+].[Cl:7][C:8]1[CH:13]=[C:12]([N:14]=[C:15]=[S:16])[CH:11]=[C:10]([Cl:17])[C:9]=1[C:18]1[CH2:23][CH2:22][N:21]([C:24]([O:26][C:27]([CH3:30])([CH3:29])[CH3:28])=[O:25])[CH2:20][CH:19]=1.CI. The catalyst is CO. The product is [Cl:7][C:8]1[CH:13]=[C:12](/[N:14]=[C:15](/[NH:1][C:2]#[N:3])\[S:16][CH3:4])[CH:11]=[C:10]([Cl:17])[C:9]=1[C:18]1[CH2:23][CH2:22][N:21]([C:24]([O:26][C:27]([CH3:30])([CH3:29])[CH3:28])=[O:25])[CH2:20][CH:19]=1. The yield is 0.130. (6) No catalyst specified. The yield is 0.970. The product is [S:1]1[CH:5]=[CH:4][C:3]([CH2:6][C:7]([O:9][CH2:15][CH3:16])=[O:8])=[CH:2]1. The reactants are [S:1]1[CH:5]=[CH:4][C:3]([CH2:6][C:7]([OH:9])=[O:8])=[CH:2]1.S(=O)(=O)(O)O.[CH2:15](O)[CH3:16]. (7) The reactants are [F:1][C:2]([F:12])([F:11])[C:3]1[N:8]=[CH:7][C:6]([CH2:9][NH2:10])=[CH:5][CH:4]=1.[CH2:13]([O:20][C:21]1[CH:26]=[CH:25][N:24]([C:27]2[S:28][C:29]([C:33](O)=[O:34])=[C:30]([CH3:32])[N:31]=2)[C:23](=[O:36])[CH:22]=1)[C:14]1[CH:19]=[CH:18][CH:17]=[CH:16][CH:15]=1. No catalyst specified. The product is [CH2:13]([O:20][C:21]1[CH:26]=[CH:25][N:24]([C:27]2[S:28][C:29]([C:33]([NH:10][CH2:9][C:6]3[CH:7]=[N:8][C:3]([C:2]([F:11])([F:1])[F:12])=[CH:4][CH:5]=3)=[O:34])=[C:30]([CH3:32])[N:31]=2)[C:23](=[O:36])[CH:22]=1)[C:14]1[CH:19]=[CH:18][CH:17]=[CH:16][CH:15]=1. The yield is 0.380. (8) The reactants are Br[C:2]1[CH:27]=[CH:26][C:5]2[N:6]([C:9]3[S:13][C:12]([C:14]([O:16][CH3:17])=O)=[C:11](O[Si](C(C)(C)C)(C)C)[CH:10]=3)[CH:7]=[N:8][C:4]=2[CH:3]=1.[CH3:28][N:29]1[CH:33]=[C:32](B2OC(C)(C)C(C)(C)O2)[CH:31]=[N:30]1.[C:43]([O-:46])([O-])=O.[K+].[K+].[C:49](O)(=O)[CH3:50].[OH2:53]. The catalyst is CN(C=O)C. The product is [CH3:28][N:29]1[CH:33]=[C:32]([C:2]2[CH:27]=[CH:26][C:5]3[N:6]([C:9]4[S:13][C:12]([C:14]([O:16][CH3:17])=[O:53])=[C:11]([O:46][CH2:43][C:50]5[CH:49]=[CH:4][CH:3]=[CH:2][CH:27]=5)[CH:10]=4)[CH:7]=[N:8][C:4]=3[CH:3]=2)[CH:31]=[N:30]1. The yield is 0.940.